This data is from NCI-60 drug combinations with 297,098 pairs across 59 cell lines. The task is: Regression. Given two drug SMILES strings and cell line genomic features, predict the synergy score measuring deviation from expected non-interaction effect. Drug 1: C1=NC2=C(N=C(N=C2N1C3C(C(C(O3)CO)O)F)Cl)N. Drug 2: C(CCl)NC(=O)N(CCCl)N=O. Cell line: 786-0. Synergy scores: CSS=18.9, Synergy_ZIP=-9.02, Synergy_Bliss=-3.14, Synergy_Loewe=-36.8, Synergy_HSA=0.834.